The task is: Predict the product of the given reaction.. This data is from Forward reaction prediction with 1.9M reactions from USPTO patents (1976-2016). (1) The product is: [CH2:1]([CH:3]1[CH:20]([OH:21])[CH:19]([CH3:22])[CH:18]=[C:17]([CH3:23])[CH:16]=[C:15]([O:24][CH3:25])[C:14](=[O:26])[O:13][CH:12]([CH:27]([CH:29]([OH:48])[CH:30]([CH3:47])/[C:31](=[N:41]\[O:42][CH2:43][C:44]([NH:70][CH2:69][C:68]2[CH:71]=[CH:72][C:65]([F:64])=[CH:66][CH:67]=2)=[O:45])/[CH:32]=[CH:33]/[CH:34]([CH3:40])[CH:35]([OH:39])/[CH:36]=[CH:37]/[CH3:38])[CH3:28])[CH:11]([O:49][CH3:50])[CH:10]=[CH:9][CH:8]=[C:7]([CH3:51])[CH2:6][CH:5]([CH3:52])[CH:4]1[OH:53])[CH3:2]. Given the reactants [CH2:1]([CH:3]1[CH:20]([OH:21])[CH:19]([CH3:22])[CH:18]=[C:17]([CH3:23])[CH:16]=[C:15]([O:24][CH3:25])[C:14](=[O:26])[O:13][CH:12]([CH:27]([CH:29]([OH:48])[CH:30]([CH3:47])/[C:31](=[N:41]\[O:42][CH2:43][C:44](O)=[O:45])/[CH:32]=[CH:33]/[CH:34]([CH3:40])[CH:35]([OH:39])/[CH:36]=[CH:37]/[CH3:38])[CH3:28])[CH:11]([O:49][CH3:50])[CH:10]=[CH:9][CH:8]=[C:7]([CH3:51])[CH2:6][CH:5]([CH3:52])[CH:4]1[OH:53])[CH3:2].C1C=CC2N(O)N=NC=2C=1.[F:64][C:65]1[CH:72]=[CH:71][C:68]([CH2:69][NH2:70])=[CH:67][CH:66]=1.O, predict the reaction product. (2) Given the reactants [NH2:1][C:2]1[N:3]([CH3:22])[C:4](=[O:21])[C:5]2[C:10]([C:11]3[C:16]([CH3:17])=[CH:15][C:14]([CH3:18])=[CH:13][C:12]=3[CH3:19])=[CH:9][N:8]([CH3:20])[C:6]=2[N:7]=1.ClC(OC1C=CC([N+]([O-])=O)=CC=1)=[O:25].[CH2:36]([N:38]([CH2:41]C)[CH2:39]C)C.CNC, predict the reaction product. The product is: [C:12]1([CH3:19])[CH:13]=[C:14]([CH3:18])[CH:15]=[C:16]([CH3:17])[C:11]=1[C:10]1[C:5]2[C:4](=[O:21])[N:3]([CH3:22])[C:2]([NH:1][C:36](=[O:25])[N:38]([CH3:41])[CH3:39])=[N:7][C:6]=2[N:8]([CH3:20])[CH:9]=1. (3) Given the reactants [Cl:1][C:2]1[CH:3]=[C:4]([I:17])[C:5]([CH3:16])=[C:6]([NH:8]C(=O)OC(C)(C)C)[CH:7]=1.FC(F)(F)C(O)=O, predict the reaction product. The product is: [Cl:1][C:2]1[CH:3]=[C:4]([I:17])[C:5]([CH3:16])=[C:6]([CH:7]=1)[NH2:8]. (4) Given the reactants Br[C:2]1[CH:3]=[C:4]([S:8]([N:11]2[CH:15]=[CH:14][C:13](/[CH:16]=[CH:17]/[C:18]([NH:20][O:21][CH:22]3[CH2:27][CH2:26][CH2:25][CH2:24][O:23]3)=[O:19])=[CH:12]2)(=[O:10])=[O:9])[CH:5]=[CH:6][CH:7]=1.CC1(C)C(C)(C)OB([C:36]2[CH:41]=[CH:40][C:39]([CH2:42][CH2:43][N:44]3[CH2:49][CH2:48][O:47][CH2:46][CH2:45]3)=[CH:38][CH:37]=2)O1.C([O-])([O-])=O.[Na+].[Na+], predict the reaction product. The product is: [N:44]1([CH2:43][CH2:42][C:39]2[CH:40]=[CH:41][C:36]([C:2]3[CH:7]=[CH:6][CH:5]=[C:4]([S:8]([N:11]4[CH:15]=[CH:14][C:13](/[CH:16]=[CH:17]/[C:18]([NH:20][O:21][CH:22]5[CH2:27][CH2:26][CH2:25][CH2:24][O:23]5)=[O:19])=[CH:12]4)(=[O:10])=[O:9])[CH:3]=3)=[CH:37][CH:38]=2)[CH2:45][CH2:46][O:47][CH2:48][CH2:49]1. (5) Given the reactants [CH3:1][C:2]1[N:6]=[C:5]([C:7]2[S:11][C:10]([NH2:12])=[N:9][C:8]=2[C:13]2[CH:18]=[CH:17][CH:16]=[CH:15][CH:14]=2)[O:4][N:3]=1.[CH:19]1([C:25](Cl)=[O:26])[CH2:24][CH2:23][CH2:22][CH2:21][CH2:20]1, predict the reaction product. The product is: [CH3:1][C:2]1[N:6]=[C:5]([C:7]2[S:11][C:10]([NH:12][C:25]([CH:19]3[CH2:24][CH2:23][CH2:22][CH2:21][CH2:20]3)=[O:26])=[N:9][C:8]=2[C:13]2[CH:14]=[CH:15][CH:16]=[CH:17][CH:18]=2)[O:4][N:3]=1.